This data is from Full USPTO retrosynthesis dataset with 1.9M reactions from patents (1976-2016). The task is: Predict the reactants needed to synthesize the given product. (1) Given the product [OH:11][C:12]1[CH:13]=[C:14]([CH:17]=[CH:18][C:19]=1[O:20][CH2:7][C:6]1[CH:9]=[CH:10][C:3]([O:2][CH3:1])=[CH:4][CH:5]=1)[CH:15]=[O:16], predict the reactants needed to synthesize it. The reactants are: [CH3:1][O:2][C:3]1[CH:10]=[CH:9][C:6]([CH2:7]Cl)=[CH:5][CH:4]=1.[OH:11][C:12]1[CH:13]=[C:14]([CH:17]=[CH:18][C:19]=1[OH:20])[CH:15]=[O:16].C(=O)([O-])[O-].[Cs+].[Cs+]. (2) The reactants are: Br[CH2:2][CH2:3][O:4][CH2:5][CH2:6][O:7][CH2:8][CH2:9][O:10][CH2:11][CH2:12][O:13][C:14]1[C:15]([O:25][CH2:26][CH2:27][O:28][CH3:29])=[CH:16][C:17]([N+:22]([O-:24])=[O:23])=[C:18]([CH:21]=1)[C:19]#[N:20].[C:30]([O-:33])([O-])=O.[K+].[K+].[CH3:36][C:37](=O)[O:38][CH2:39][CH3:40]. Given the product [C:19]([C:18]1[C:17]([N+:22]([O-:24])=[O:23])=[CH:16][C:15]([O:25][CH2:26][CH2:27][O:28][CH3:29])=[C:14]([CH:21]=1)[O:13][CH2:12][CH2:11][O:10][CH2:9][CH2:8][O:7][CH2:6][CH2:5][O:4][CH2:3][CH2:2][O:25][C:15]1[C:37]([O:38][CH2:39][CH2:40][O:33][CH3:30])=[CH:36][C:18]([C:19]#[N:20])=[C:17]([N+:22]([O-:24])=[O:23])[CH:16]=1)#[N:20], predict the reactants needed to synthesize it.